This data is from NCI-60 drug combinations with 297,098 pairs across 59 cell lines. The task is: Regression. Given two drug SMILES strings and cell line genomic features, predict the synergy score measuring deviation from expected non-interaction effect. Drug 1: CN1C2=C(C=C(C=C2)N(CCCl)CCCl)N=C1CCCC(=O)O.Cl. Drug 2: CC1=C(C(=O)C2=C(C1=O)N3CC4C(C3(C2COC(=O)N)OC)N4)N. Cell line: NCI/ADR-RES. Synergy scores: CSS=12.7, Synergy_ZIP=-4.47, Synergy_Bliss=-1.11, Synergy_Loewe=-19.6, Synergy_HSA=-1.08.